From a dataset of Full USPTO retrosynthesis dataset with 1.9M reactions from patents (1976-2016). Predict the reactants needed to synthesize the given product. (1) Given the product [O:14]=[C:12]1[N:11]([C:15]2[CH:20]=[CH:19][C:18]([N:21]3[CH:26]=[CH:25][C:24](=[O:27])[CH2:23][CH2:22]3)=[CH:17][CH:16]=2)[CH2:10][CH:9]([CH2:8][NH:7][C:6](=[O:5])[CH2:29][CH3:30])[O:13]1, predict the reactants needed to synthesize it. The reactants are: C([O:5][C:6](=O)[NH:7][CH2:8][CH:9]1[O:13][C:12](=[O:14])[N:11]([C:15]2[CH:20]=[CH:19][C:18]([N:21]3[CH:26]=[CH:25][C:24](=[O:27])[CH2:23][CH2:22]3)=[CH:17][CH:16]=2)[CH2:10]1)(C)(C)C.[C:29](OC(=O)CC)(=O)[CH2:30]C. (2) Given the product [Cl:1][C:2]1[CH:3]=[C:4]([C:12]2[O:16][N:15]=[C:14]([C:17]3[C:22]4[CH:23]=[CH:24][O:25][C:21]=4[C:20]([O:26][CH2:27][CH2:28][CH2:29][C:30]([OH:32])=[O:31])=[CH:19][CH:18]=3)[N:13]=2)[CH:5]=[CH:6][C:7]=1[O:8][CH:9]([CH3:11])[CH3:10], predict the reactants needed to synthesize it. The reactants are: [Cl:1][C:2]1[CH:3]=[C:4]([C:12]2[O:16][N:15]=[C:14]([C:17]3[C:22]4[CH:23]=[CH:24][O:25][C:21]=4[C:20]([O:26][CH2:27][CH2:28][CH2:29][C:30]([O:32]CC)=[O:31])=[CH:19][CH:18]=3)[N:13]=2)[CH:5]=[CH:6][C:7]=1[O:8][CH:9]([CH3:11])[CH3:10].[OH-].[Na+].Cl. (3) The reactants are: [Br:1][CH2:2][C:3]1[CH:4]=[C:5]([CH:10]=[CH:11][CH:12]=1)[C:6]([O:8][CH3:9])=[O:7].[C:13]1([P:19]([C:26]2[CH:31]=[CH:30][CH:29]=[CH:28][CH:27]=2)[C:20]2[CH:25]=[CH:24][CH:23]=[CH:22][CH:21]=2)[CH:18]=[CH:17][CH:16]=[CH:15][CH:14]=1. Given the product [Br-:1].[CH3:9][O:8][C:6]([C:5]1[CH:4]=[C:3]([CH:12]=[CH:11][CH:10]=1)[CH2:2][P+:19]([C:20]1[CH:21]=[CH:22][CH:23]=[CH:24][CH:25]=1)([C:26]1[CH:31]=[CH:30][CH:29]=[CH:28][CH:27]=1)[C:13]1[CH:14]=[CH:15][CH:16]=[CH:17][CH:18]=1)=[O:7], predict the reactants needed to synthesize it. (4) Given the product [NH2:1][C:2]1[N:7]=[CH:6][N:5]=[C:4]2[N:8]([CH2:20][C:21]3[O:22][C:23]4[C:28]([C:29](=[O:38])[C:30]=3[C:31]3[CH:36]=[CH:35][CH:34]=[C:33]([F:37])[CH:32]=3)=[CH:27][CH:26]=[CH:25][CH:24]=4)[N:9]=[C:10]([C:11]3[CH:16]=[C:15]([OH:17])[CH:14]=[C:13]([F:19])[CH:12]=3)[C:3]=12, predict the reactants needed to synthesize it. The reactants are: [NH2:1][C:2]1[N:7]=[CH:6][N:5]=[C:4]2[N:8]([CH2:20][C:21]3[O:22][C:23]4[C:28]([C:29](=[O:38])[C:30]=3[C:31]3[CH:36]=[CH:35][CH:34]=[C:33]([F:37])[CH:32]=3)=[CH:27][CH:26]=[CH:25][CH:24]=4)[N:9]=[C:10]([C:11]3[CH:16]=[C:15]([O:17]C)[CH:14]=[C:13]([F:19])[CH:12]=3)[C:3]=12. (5) Given the product [F:14][C:15]([F:30])([F:29])[C:16]1[CH:17]=[C:18]([CH:22]=[C:23]([C:25]([F:28])([F:27])[F:26])[CH:24]=1)[CH2:19][NH:13][CH2:5][C:2]([OH:4])=[O:3], predict the reactants needed to synthesize it. The reactants are: Cl.[C:2]([CH2:5]O[NH2:13])([OH:4])=[O:3].[C:2]([CH2:5]O[NH2:13])([OH:4])=[O:3].[F:14][C:15]([F:30])([F:29])[C:16]1[CH:17]=[C:18]([CH:22]=[C:23]([C:25]([F:28])([F:27])[F:26])[CH:24]=1)[C:19](Cl)=O. (6) Given the product [NH2:1][C@@H:4]([C@H:42]([C:50]1[CH:55]=[C:54]([F:56])[CH:53]=[C:52]([F:57])[CH:51]=1)[C:43]1[CH:44]=[CH:45][C:46]([F:49])=[CH:47][CH:48]=1)[C:5]([NH:7][C:8]1[CH:40]=[CH:39][CH:38]=[C:37]([F:41])[C:9]=1[CH2:10][CH2:11][C@@H:12]1[N:17]([S:18]([C:21]2[CH:22]=[CH:23][C:24]([O:27][CH3:28])=[CH:25][CH:26]=2)(=[O:20])=[O:19])[C@H:16]([CH3:29])[CH2:15][N:14]([C:30]([O:32][C:33]([CH3:36])([CH3:34])[CH3:35])=[O:31])[CH2:13]1)=[O:6], predict the reactants needed to synthesize it. The reactants are: [N:1]([C@@H:4]([C@H:42]([C:50]1[CH:55]=[C:54]([F:56])[CH:53]=[C:52]([F:57])[CH:51]=1)[C:43]1[CH:48]=[CH:47][C:46]([F:49])=[CH:45][CH:44]=1)[C:5]([NH:7][C:8]1[CH:40]=[CH:39][CH:38]=[C:37]([F:41])[C:9]=1[CH2:10][CH2:11][C@@H:12]1[N:17]([S:18]([C:21]2[CH:26]=[CH:25][C:24]([O:27][CH3:28])=[CH:23][CH:22]=2)(=[O:20])=[O:19])[C@H:16]([CH3:29])[CH2:15][N:14]([C:30]([O:32][C:33]([CH3:36])([CH3:35])[CH3:34])=[O:31])[CH2:13]1)=[O:6])=[N+]=[N-].CP(C)C. (7) Given the product [CH:23]([N:19]1[C:18]([C:12]2[N:11]=[C:10]3[C:9]4[CH:26]=[CH:27][C:6]([CH:4]5[CH2:3][N:2]([CH2:34][CH2:33][S:30]([N:29]([CH3:35])[CH3:28])(=[O:32])=[O:31])[CH2:5]5)=[CH:7][C:8]=4[O:17][CH2:16][CH2:15][N:14]3[CH:13]=2)=[N:22][CH:21]=[N:20]1)([CH3:24])[CH3:25], predict the reactants needed to synthesize it. The reactants are: Cl.[NH:2]1[CH2:5][CH:4]([C:6]2[CH:27]=[CH:26][C:9]3[C:10]4[N:14]([CH2:15][CH2:16][O:17][C:8]=3[CH:7]=2)[CH:13]=[C:12]([C:18]2[N:19]([CH:23]([CH3:25])[CH3:24])[N:20]=[CH:21][N:22]=2)[N:11]=4)[CH2:3]1.[CH3:28][N:29]([CH3:35])[S:30]([CH:33]=[CH2:34])(=[O:32])=[O:31].